Dataset: Peptide-MHC class II binding affinity with 134,281 pairs from IEDB. Task: Regression. Given a peptide amino acid sequence and an MHC pseudo amino acid sequence, predict their binding affinity value. This is MHC class II binding data. (1) The peptide sequence is AGLLRLLFHDCFANG. The MHC is DRB1_1201 with pseudo-sequence DRB1_1201. The binding affinity (normalized) is 0.612. (2) The peptide sequence is YDKFLANVSTPLTGK. The MHC is DRB1_1101 with pseudo-sequence DRB1_1101. The binding affinity (normalized) is 0.592. (3) The MHC is HLA-DQA10301-DQB10302 with pseudo-sequence HLA-DQA10301-DQB10302. The peptide sequence is LGHRDALEDDLLNRN. The binding affinity (normalized) is 0.00881. (4) The peptide sequence is KSKYKLATSVLAGLL. The MHC is DRB1_1501 with pseudo-sequence DRB1_1501. The binding affinity (normalized) is 0.341.